Dataset: Peptide-MHC class II binding affinity with 134,281 pairs from IEDB. Task: Regression. Given a peptide amino acid sequence and an MHC pseudo amino acid sequence, predict their binding affinity value. This is MHC class II binding data. (1) The peptide sequence is YSDRGWGNGCGLFGK. The MHC is DRB1_0801 with pseudo-sequence DRB1_0801. The binding affinity (normalized) is 0. (2) The peptide sequence is HSRNLINELSERMAG. The MHC is DRB1_0301 with pseudo-sequence DRB1_0301. The binding affinity (normalized) is 0.382.